Dataset: Catalyst prediction with 721,799 reactions and 888 catalyst types from USPTO. Task: Predict which catalyst facilitates the given reaction. Reactant: CC([CH:5]1[CH2:10][N:9]([CH2:11][CH:12]([C:15]2[CH:24]=[CH:23][C:18]3[C:19](=[O:22])[O:20][CH2:21][C:17]=3[C:16]=2[CH3:25])[O:13][CH3:14])[CH2:8][CH2:7][N:6]1C([O-])=O)(C)C.[ClH:29]. Product: [ClH:29].[CH3:25][C:16]1[C:17]2[CH2:21][O:20][C:19](=[O:22])[C:18]=2[CH:23]=[CH:24][C:15]=1[CH:12]([O:13][CH3:14])[CH2:11][N:9]1[CH2:10][CH2:5][NH:6][CH2:7][CH2:8]1. The catalyst class is: 12.